Dataset: Full USPTO retrosynthesis dataset with 1.9M reactions from patents (1976-2016). Task: Predict the reactants needed to synthesize the given product. (1) The reactants are: O[C:2]([C:24]([F:27])([F:26])[F:25])([CH2:15][CH:16]([C:18]1[CH:23]=[CH:22][CH:21]=[CH:20][CH:19]=1)[CH3:17])[CH2:3][O:4]S(C1C=CC(C)=CC=1)(=O)=O.[H-].[Na+]. Given the product [C:18]1([CH:16]([CH3:17])[CH2:15][C:2]2([C:24]([F:27])([F:26])[F:25])[CH2:3][O:4]2)[CH:23]=[CH:22][CH:21]=[CH:20][CH:19]=1, predict the reactants needed to synthesize it. (2) Given the product [CH2:1]([C:5]1[N:9]([CH2:10][C:11]2[CH:16]=[CH:15][C:14]([C:17]3[C:18]([C:23]#[N:24])=[CH:19][CH:20]=[CH:21][CH:22]=3)=[CH:13][CH:12]=2)[C:8](=[O:25])[N:7]([CH2:38][C:39]([C:41]2[CH:46]=[CH:45][C:44]([F:47])=[CH:43][CH:42]=2)=[O:40])[N:6]=1)[CH2:2][CH2:3][CH3:4], predict the reactants needed to synthesize it. The reactants are: [CH2:1]([C:5]1[N:9]([CH2:10][C:11]2[CH:16]=[CH:15][C:14]([C:17]3[C:18]([C:23]#[N:24])=[CH:19][CH:20]=[CH:21][CH:22]=3)=[CH:13][CH:12]=2)[C:8](=[O:25])[NH:7][N:6]=1)[CH2:2][CH2:3][CH3:4].CC(C)([O-])C.[K+].CN(C)C=O.Br[CH2:38][C:39]([C:41]1[CH:46]=[CH:45][C:44]([F:47])=[CH:43][CH:42]=1)=[O:40]. (3) Given the product [CH2:1]([O:8][C:9]1[C:10](=[O:25])[O:11][C@H:12]([C@@H:18]([OH:19])[CH2:22][OH:21])[C:13]=1[NH:14][CH2:15][CH2:16][CH3:17])[C:2]1[CH:7]=[CH:6][CH:5]=[CH:4][CH:3]=1, predict the reactants needed to synthesize it. The reactants are: [CH2:1]([O:8][C:9]1[C:10](=[O:25])[O:11][C@H:12]([C@@H:18]2[CH2:22][O:21]C(C)(C)[O:19]2)[C:13]=1[NH:14][CH2:15][CH2:16][CH3:17])[C:2]1[CH:7]=[CH:6][CH:5]=[CH:4][CH:3]=1.Cl.C(=O)(O)[O-].[Na+]. (4) Given the product [F:1][C:2]1[CH:11]=[C:10]2[NH:9][CH:8]([C:12]3[CH:13]=[CH:14][CH:15]=[CH:16][CH:17]=3)[CH:7]([C:18]3[N:19]([CH3:23])[CH:20]=[CH:21][N:22]=3)[C:6]3=[N:31][NH:32][C:25](=[O:27])[C:4]([CH:3]=1)=[C:5]23, predict the reactants needed to synthesize it. The reactants are: [F:1][C:2]1[CH:3]=[C:4]([C:25]([O:27]CC)=O)[C:5]2[C:6](=O)[CH:7]([C:18]3[N:19]([CH3:23])[CH:20]=[CH:21][N:22]=3)[CH:8]([C:12]3[CH:17]=[CH:16][CH:15]=[CH:14][CH:13]=3)[NH:9][C:10]=2[CH:11]=1.O.[NH2:31][NH2:32]. (5) Given the product [CH2:1]([O:3][C:4]([C@@H:6]1[CH2:10][C@H:9]([NH:11][C:28]([C:19]2[CH:20]=[CH:21][C:22]3[C:27](=[CH:26][CH:25]=[CH:24][CH:23]=3)[C:18]=2[OH:17])=[O:29])[CH2:8][N:7]1[CH2:12][CH:13]1[CH2:16][CH2:15][CH2:14]1)=[O:5])[CH3:2], predict the reactants needed to synthesize it. The reactants are: [CH2:1]([O:3][C:4]([C@@H:6]1[CH2:10][C@H:9]([NH2:11])[CH2:8][N:7]1[CH2:12][CH:13]1[CH2:16][CH2:15][CH2:14]1)=[O:5])[CH3:2].[OH:17][C:18]1[C:27]2[C:22](=[CH:23][CH:24]=[CH:25][CH:26]=2)[CH:21]=[CH:20][C:19]=1[C:28](O)=[O:29]. (6) Given the product [CH2:17]([C:16]1[N:13]=[C:11]([CH2:10][C:7]2[CH:6]=[CH:5][C:4]([N+:1]([O-:3])=[O:2])=[CH:9][CH:8]=2)[O:12][CH:15]=1)[CH3:18], predict the reactants needed to synthesize it. The reactants are: [N+:1]([C:4]1[CH:9]=[CH:8][C:7]([CH2:10][C:11]([NH2:13])=[O:12])=[CH:6][CH:5]=1)([O-:3])=[O:2].Br[CH2:15][C:16](=O)[CH2:17][CH3:18].CN(C)C=O.C(=O)([O-])[O-].[K+].[K+]. (7) Given the product [C:1]([CH:5]1[CH2:6][N:7]([CH2:13][C:14]2[CH:15]=[CH:16][CH:17]=[CH:18][CH:19]=2)[CH2:8][CH:9]1[NH2:10])([CH3:4])([CH3:2])[CH3:3], predict the reactants needed to synthesize it. The reactants are: [C:1]([CH:5]1[CH:9]([N+:10]([O-])=O)[CH2:8][N:7]([CH2:13][C:14]2[CH:19]=[CH:18][CH:17]=[CH:16][CH:15]=2)[CH2:6]1)([CH3:4])([CH3:3])[CH3:2].